From a dataset of Forward reaction prediction with 1.9M reactions from USPTO patents (1976-2016). Predict the product of the given reaction. Given the reactants FC(F)(F)S(O[C:7]1[C:8]([C:18](=[O:20])[CH3:19])=[CH:9][C:10]([Cl:17])=[C:11]2[C:16]=1[N:15]=[CH:14][CH:13]=[CH:12]2)(=O)=O.[C:23]1([CH:29]2[CH2:34][CH2:33][NH:32][CH2:31][CH2:30]2)[CH:28]=[CH:27][CH:26]=[CH:25][CH:24]=1.C1C=CC(P(C2C=CC3C(=CC=CC=3)C=2C2C3C(=CC=CC=3)C=CC=2P(C2C=CC=CC=2)C2C=CC=CC=2)C2C=CC=CC=2)=CC=1.C(=O)([O-])[O-].[Cs+].[Cs+], predict the reaction product. The product is: [Cl:17][C:10]1[CH:9]=[C:8]([C:18](=[O:20])[CH3:19])[C:7]([N:32]2[CH2:33][CH2:34][CH:29]([C:23]3[CH:28]=[CH:27][CH:26]=[CH:25][CH:24]=3)[CH2:30][CH2:31]2)=[C:16]2[C:11]=1[CH:12]=[CH:13][CH:14]=[N:15]2.